Dataset: Forward reaction prediction with 1.9M reactions from USPTO patents (1976-2016). Task: Predict the product of the given reaction. (1) Given the reactants [CH2:1]([O:8][C:9]([N:11]1[CH2:16][CH2:15][N:14]([C:17]2[C:22]([C:23]([F:26])([F:25])[F:24])=[CH:21][C:20](Br)=[CH:19][N:18]=2)[CH2:13][CH2:12]1)=[O:10])[C:2]1[CH:7]=[CH:6][CH:5]=[CH:4][CH:3]=1.[C:28]([NH2:31])(=[O:30])[CH3:29].C1(P(C2C=CC=CC=2)C2C3OC4C(=CC=CC=4P(C4C=CC=CC=4)C4C=CC=CC=4)C(C)(C)C=3C=CC=2)C=CC=CC=1.C(=O)([O-])[O-].[Cs+].[Cs+], predict the reaction product. The product is: [CH2:1]([O:8][C:9]([N:11]1[CH2:16][CH2:15][N:14]([C:17]2[C:22]([C:23]([F:26])([F:25])[F:24])=[CH:21][C:20]([NH:31][C:28](=[O:30])[CH3:29])=[CH:19][N:18]=2)[CH2:13][CH2:12]1)=[O:10])[C:2]1[CH:7]=[CH:6][CH:5]=[CH:4][CH:3]=1. (2) The product is: [NH2:2][C:1]1([C@@H:3]2[CH2:7][CH2:6][N:5]([CH2:8][C:9]3[CH:14]=[CH:13][CH:12]=[CH:11][CH:10]=3)[CH2:4]2)[CH2:16][CH2:15]1. Given the reactants [C:1]([C@@H:3]1[CH2:7][CH2:6][N:5]([CH2:8][C:9]2[CH:14]=[CH:13][CH:12]=[CH:11][CH:10]=2)[CH2:4]1)#[N:2].[CH2:15]([Mg]Br)[CH3:16].FB(F)F.[OH-].[Na+], predict the reaction product.